This data is from Reaction yield outcomes from USPTO patents with 853,638 reactions. The task is: Predict the reaction yield, written as a fraction of the theoretical maximum amount of product (1.0 means a 100% yield; for example, 0.34 means a 34% yield). The reactants are [N:1]1[CH:6]=[CH:5][CH:4]=[C:3](B(O)O)[CH:2]=1.Cl[C:11]1[S:12][CH:13]=[C:14]([Cl:16])[N:15]=1.C(O)C.C([O-])([O-])=O.[K+].[K+]. The catalyst is C1(C)C=CC=CC=1.C1C=CC([P]([Pd]([P](C2C=CC=CC=2)(C2C=CC=CC=2)C2C=CC=CC=2)([P](C2C=CC=CC=2)(C2C=CC=CC=2)C2C=CC=CC=2)[P](C2C=CC=CC=2)(C2C=CC=CC=2)C2C=CC=CC=2)(C2C=CC=CC=2)C2C=CC=CC=2)=CC=1. The product is [Cl:16][C:14]1[N:15]=[C:11]([C:3]2[CH:2]=[N:1][CH:6]=[CH:5][CH:4]=2)[S:12][CH:13]=1. The yield is 0.740.